Dataset: Full USPTO retrosynthesis dataset with 1.9M reactions from patents (1976-2016). Task: Predict the reactants needed to synthesize the given product. Given the product [N:1]1([C:5]2[CH:6]=[CH:7][C:8]([C:11]3[NH:16][C:15](=[O:17])[C:14]([C:18]([OH:20])=[O:19])=[C:13]([OH:22])[C:12]=3[CH2:23][CH3:24])=[CH:9][CH:10]=2)[CH2:4][CH2:3][CH2:2]1, predict the reactants needed to synthesize it. The reactants are: [N:1]1([C:5]2[CH:10]=[CH:9][C:8]([C:11]3[NH:16][C:15](=[O:17])[C:14]([C:18]([O:20]C)=[O:19])=[C:13]([OH:22])[C:12]=3[CH2:23][CH3:24])=[CH:7][CH:6]=2)[CH2:4][CH2:3][CH2:2]1.[Si](O[K])(C)(C)C.